Binary Classification. Given a T-cell receptor sequence (or CDR3 region) and an epitope sequence, predict whether binding occurs between them. From a dataset of TCR-epitope binding with 47,182 pairs between 192 epitopes and 23,139 TCRs. (1) The epitope is FSKQLQQSM. The TCR CDR3 sequence is CASSERDSQYQETQYF. Result: 0 (the TCR does not bind to the epitope). (2) The epitope is KLGGALQAK. The TCR CDR3 sequence is CSAIAADSYEQYF. Result: 1 (the TCR binds to the epitope). (3) The epitope is KPLEFGATSAAL. The TCR CDR3 sequence is CASSHPGLARNEQFF. Result: 1 (the TCR binds to the epitope). (4) The epitope is KLWAQCVQL. The TCR CDR3 sequence is CASSLGQGGWNEQFF. Result: 1 (the TCR binds to the epitope).